This data is from Full USPTO retrosynthesis dataset with 1.9M reactions from patents (1976-2016). The task is: Predict the reactants needed to synthesize the given product. (1) Given the product [CH:5]([C:4]1[CH:3]=[C:2](/[CH:12]=[CH:11]/[C:10]([O:14][CH2:15][CH3:16])=[O:13])[CH:9]=[CH:8][CH:7]=1)=[O:6], predict the reactants needed to synthesize it. The reactants are: Br[C:2]1[CH:3]=[C:4]([CH:7]=[CH:8][CH:9]=1)[CH:5]=[O:6].[C:10]([O:14][CH2:15][CH3:16])(=[O:13])[CH:11]=[CH2:12].C([O-])(O)=O.[Na+].C1C=CC(P(C2C=CC=CC=2)C2C=CC=CC=2)=CC=1. (2) Given the product [C:13]1([C:19]2[N:1]=[C:2]3[N:3]=[C:4]([NH2:11])[CH:5]=[CH:6][C:7]3=[N:8][CH:21]=2)[CH:18]=[CH:17][CH:16]=[CH:15][CH:14]=1, predict the reactants needed to synthesize it. The reactants are: [NH2:1][C:2]1[C:7]([N+:8]([O-])=O)=[CH:6][CH:5]=[C:4]([NH2:11])[N:3]=1.O.[C:13]1([C:19]([CH:21]=O)=O)[CH:18]=[CH:17][CH:16]=[CH:15][CH:14]=1. (3) Given the product [N+:8]([C:5]1[CH:6]=[CH:7][C:2]([N:11]2[CH2:16][CH2:15][CH:14]([C:17]([O:19][CH3:20])=[O:18])[CH2:13][CH2:12]2)=[CH:3][CH:4]=1)([O-:10])=[O:9], predict the reactants needed to synthesize it. The reactants are: F[C:2]1[CH:7]=[CH:6][C:5]([N+:8]([O-:10])=[O:9])=[CH:4][CH:3]=1.[NH:11]1[CH2:16][CH2:15][CH:14]([C:17]([O:19][CH3:20])=[O:18])[CH2:13][CH2:12]1.C([O-])([O-])=O.[K+].[K+].O. (4) Given the product [C:1]([Si:5]([CH3:35])([CH3:34])[O:6][CH:7]([C:30]([CH3:33])([CH3:32])[CH3:31])[CH2:8][CH2:9][C:10]1[CH:15]=[CH:14][C:13]([C:16]([C:21]2[CH:26]=[CH:25][C:24]([O:27][CH2:56][C@H:57]3[O:62][C:61](=[O:63])[CH2:60][CH2:59][CH2:58]3)=[C:23]([CH3:28])[CH:22]=2)([CH2:17][CH3:18])[CH2:19][CH3:20])=[CH:12][C:11]=1[CH3:29])([CH3:3])([CH3:2])[CH3:4], predict the reactants needed to synthesize it. The reactants are: [C:1]([Si:5]([CH3:35])([CH3:34])[O:6][CH:7]([C:30]([CH3:33])([CH3:32])[CH3:31])[CH2:8][CH2:9][C:10]1[CH:15]=[CH:14][C:13]([C:16]([C:21]2[CH:26]=[CH:25][C:24]([OH:27])=[C:23]([CH3:28])[CH:22]=2)([CH2:19][CH3:20])[CH2:17][CH3:18])=[CH:12][C:11]=1[CH3:29])([CH3:4])([CH3:3])[CH3:2].C1C=CC(P(C2C=CC=CC=2)C2C=CC=CC=2)=CC=1.O[CH2:56][C@H:57]1[O:62][C:61](=[O:63])[CH2:60][CH2:59][CH2:58]1.CCOC(/N=N/C(OCC)=O)=O. (5) Given the product [F:8][C:7]1[C:6]([F:9])=[CH:5][CH:4]=[C:3]([N+:10]([O-:12])=[O:11])[C:2]=1[NH2:13], predict the reactants needed to synthesize it. The reactants are: F[C:2]1[C:7]([F:8])=[C:6]([F:9])[CH:5]=[CH:4][C:3]=1[N+:10]([O-:12])=[O:11].[NH3:13]. (6) The reactants are: [Br:1][C:2]1[CH:3]=[CH:4][C:5](F)=[C:6]([N+:8]([O-:10])=[O:9])[CH:7]=1.[C:12]1([OH:18])[CH:17]=[CH:16][CH:15]=[CH:14][CH:13]=1.BrC1C=CC=C(C=1)OC1C=CC=CC=1C#N.CO[C@@H]1[C@@H](C(OC)=O)[C@@H]2[C@@H](CN3[C@H](C2)C2NC4C=C(OC)C=CC=4C=2CC3)C[C@H]1OC(C1C=C(OC)C(OC)=C(OC)C=1)=O. Given the product [Br:1][C:2]1[CH:3]=[CH:4][C:5]([O:18][C:12]2[CH:17]=[CH:16][CH:15]=[CH:14][CH:13]=2)=[C:6]([N+:8]([O-:10])=[O:9])[CH:7]=1, predict the reactants needed to synthesize it. (7) Given the product [CH3:1][N:2]1[CH:7]=[C:6]([C:8]2[C:17]3[O:16][CH:15]([C:18]4[CH:23]=[CH:22][CH:21]=[CH:20][CH:19]=4)[C:14](=[O:24])[NH:13][C:12]=3[CH:11]=[CH:10][CH:9]=2)[C:5]2[CH:25]=[CH:26][NH:27][C:4]=2[C:3]1=[O:38], predict the reactants needed to synthesize it. The reactants are: [CH3:1][N:2]1[CH:7]=[C:6]([C:8]2[C:17]3[O:16][CH:15]([C:18]4[CH:23]=[CH:22][CH:21]=[CH:20][CH:19]=4)[C:14](=[O:24])[NH:13][C:12]=3[CH:11]=[CH:10][CH:9]=2)[C:5]2[CH:25]=[CH:26][N:27](S(C3C=CC(C)=CC=3)(=O)=O)[C:4]=2[C:3]1=[O:38].FC(F)(F)C(O)=O.